This data is from Reaction yield outcomes from USPTO patents with 853,638 reactions. The task is: Predict the reaction yield, written as a fraction of the theoretical maximum amount of product (1.0 means a 100% yield; for example, 0.34 means a 34% yield). (1) The reactants are [C:1]([O:4][C@H:5]1[CH2:10][C@H:9]([CH3:11])[CH2:8][CH2:7][C@H:6]1[C:12]([OH:14])=O)(=[O:3])[CH3:2].C(Cl)(=O)C([Cl:18])=O. The catalyst is ClCCl.CN(C)C=O. The product is [C:1]([O:4][C@H:5]1[CH2:10][C@H:9]([CH3:11])[CH2:8][CH2:7][C@H:6]1[C:12]([Cl:18])=[O:14])(=[O:3])[CH3:2]. The yield is 0.990. (2) The reactants are [NH2:1][C:2]1[CH:11]=[C:10]([F:12])[CH:9]=[CH:8][C:3]=1[C:4]([O:6][CH3:7])=[O:5].O.C(=O)([O-])O.[Na+].[C:19](Cl)(Cl)=[S:20]. The catalyst is C(Cl)(Cl)Cl. The product is [F:12][C:10]1[CH:9]=[CH:8][C:3]([C:4]([O:6][CH3:7])=[O:5])=[C:2]([N:1]=[C:19]=[S:20])[CH:11]=1. The yield is 0.980. (3) The reactants are [ClH:1].C([N:9]1[CH:14]2[CH2:15][CH2:16][CH2:17][CH:10]1[CH2:11][C:12](=[O:18])[CH2:13]2)C1C=CC=CC=1. The catalyst is C(O)(=O)C.[Pd]. The product is [ClH:1].[CH:10]12[NH:9][CH:14]([CH2:15][CH2:16][CH2:17]1)[CH2:13][C:12](=[O:18])[CH2:11]2. The yield is 0.736. (4) The reactants are N[C:2]1[CH:3]=[N:4][C:5]2[C:10]([CH:11]=1)=[CH:9][C:8]([CH3:12])=[CH:7][CH:6]=2.N([O-])=[O:14].[Na+].[OH-].[Na+]. The catalyst is OS(O)(=O)=O.O. The product is [OH:14][C:2]1[CH:3]=[N:4][C:5]2[C:10]([CH:11]=1)=[CH:9][C:8]([CH3:12])=[CH:7][CH:6]=2. The yield is 0.290. (5) The reactants are [CH3:1][C:2]1[C:3]2[CH:12]=[CH:11][CH:10]=[CH:9][C:4]=2[S:5][C:6]=1[CH:7]=O.CN.CC(O)=O.[C:19]([BH3-])#[N:20].[Na+]. The catalyst is CO. The product is [CH3:1][C:2]1[C:3]2[CH:12]=[CH:11][CH:10]=[CH:9][C:4]=2[S:5][C:6]=1[CH2:7][NH:20][CH3:19]. The yield is 0.560. (6) The reactants are [K+].[N:2]1([CH2:8][CH2:9][C:10]([O-:12])=O)[CH2:7][CH2:6][O:5][CH2:4][CH2:3]1.C(OC(=O)CCN1CCOCC1)C.FC(F)(F)C(O)=O.[C:33]1([C:39]2[CH:44]=[C:43]([CH:45]3[CH2:50][CH2:49][NH:48][CH2:47][CH2:46]3)[CH:42]=[CH:41][C:40]=2[NH:51][C:52]([C:54]2[NH:55][CH:56]=[C:57]([C:59]#[N:60])[N:58]=2)=[O:53])[CH2:38][CH2:37][CH2:36][CH2:35][CH:34]=1.CCN=C=NCCCN(C)C.C1C=CC2N(O)N=NC=2C=1.CCN(C(C)C)C(C)C. The catalyst is O.CN(C=O)C. The product is [C:33]1([C:39]2[CH:44]=[C:43]([CH:45]3[CH2:46][CH2:47][N:48]([C:10](=[O:12])[CH2:9][CH2:8][N:2]4[CH2:3][CH2:4][O:5][CH2:6][CH2:7]4)[CH2:49][CH2:50]3)[CH:42]=[CH:41][C:40]=2[NH:51][C:52]([C:54]2[NH:55][CH:56]=[C:57]([C:59]#[N:60])[N:58]=2)=[O:53])[CH2:38][CH2:37][CH2:36][CH2:35][CH:34]=1. The yield is 0.0600.